From a dataset of NCI-60 drug combinations with 297,098 pairs across 59 cell lines. Regression. Given two drug SMILES strings and cell line genomic features, predict the synergy score measuring deviation from expected non-interaction effect. (1) Drug 1: CC1=C2C(C(=O)C3(C(CC4C(C3C(C(C2(C)C)(CC1OC(=O)C(C(C5=CC=CC=C5)NC(=O)OC(C)(C)C)O)O)OC(=O)C6=CC=CC=C6)(CO4)OC(=O)C)OC)C)OC. Drug 2: B(C(CC(C)C)NC(=O)C(CC1=CC=CC=C1)NC(=O)C2=NC=CN=C2)(O)O. Cell line: SNB-19. Synergy scores: CSS=41.7, Synergy_ZIP=0.980, Synergy_Bliss=0.648, Synergy_Loewe=-5.90, Synergy_HSA=1.65. (2) Drug 1: C1=NC2=C(N=C(N=C2N1C3C(C(C(O3)CO)O)O)F)N. Drug 2: C1CN(CCN1C(=O)CCBr)C(=O)CCBr. Cell line: NCI-H226. Synergy scores: CSS=-10.7, Synergy_ZIP=4.35, Synergy_Bliss=2.63, Synergy_Loewe=-7.42, Synergy_HSA=-7.43. (3) Drug 1: CC1=CC2C(CCC3(C2CCC3(C(=O)C)OC(=O)C)C)C4(C1=CC(=O)CC4)C. Drug 2: COC1=C2C(=CC3=C1OC=C3)C=CC(=O)O2. Cell line: RPMI-8226. Synergy scores: CSS=0.826, Synergy_ZIP=4.55, Synergy_Bliss=-1.83, Synergy_Loewe=-4.45, Synergy_HSA=-3.81. (4) Drug 1: CC(C1=C(C=CC(=C1Cl)F)Cl)OC2=C(N=CC(=C2)C3=CN(N=C3)C4CCNCC4)N. Drug 2: CN(C)C1=NC(=NC(=N1)N(C)C)N(C)C. Cell line: HL-60(TB). Synergy scores: CSS=9.42, Synergy_ZIP=0.586, Synergy_Bliss=-5.16, Synergy_Loewe=-31.6, Synergy_HSA=-11.4. (5) Drug 1: CC1=C(C(=O)C2=C(C1=O)N3CC4C(C3(C2COC(=O)N)OC)N4)N. Drug 2: C1C(C(OC1N2C=NC3=C2NC=NCC3O)CO)O. Cell line: OVCAR-8. Synergy scores: CSS=-0.515, Synergy_ZIP=0.966, Synergy_Bliss=1.80, Synergy_Loewe=-0.0839, Synergy_HSA=0.0244. (6) Drug 1: CCC(=C(C1=CC=CC=C1)C2=CC=C(C=C2)OCCN(C)C)C3=CC=CC=C3.C(C(=O)O)C(CC(=O)O)(C(=O)O)O. Drug 2: CCC1=C2CN3C(=CC4=C(C3=O)COC(=O)C4(CC)O)C2=NC5=C1C=C(C=C5)O. Cell line: HS 578T. Synergy scores: CSS=16.2, Synergy_ZIP=-4.38, Synergy_Bliss=2.09, Synergy_Loewe=-17.8, Synergy_HSA=-0.171. (7) Synergy scores: CSS=55.8, Synergy_ZIP=-1.34, Synergy_Bliss=-4.92, Synergy_Loewe=-6.75, Synergy_HSA=-5.18. Cell line: SR. Drug 1: CNC(=O)C1=CC=CC=C1SC2=CC3=C(C=C2)C(=NN3)C=CC4=CC=CC=N4. Drug 2: CC1=C(C(=CC=C1)Cl)NC(=O)C2=CN=C(S2)NC3=CC(=NC(=N3)C)N4CCN(CC4)CCO.